Dataset: Full USPTO retrosynthesis dataset with 1.9M reactions from patents (1976-2016). Task: Predict the reactants needed to synthesize the given product. Given the product [C:1]([O:5][C:6]([N:8]([C:31]([O:33][C:34]([CH3:37])([CH3:36])[CH3:35])=[O:32])[C:9]1[CH:14]=[CH:13][C:12]([Cl:15])=[CH:11][C:10]=1[C:16]1[CH:21]=[CH:20][N:19]([CH:22]([CH2:49][CH3:50])[C:23]([O:25][C:26]([CH3:27])([CH3:28])[CH3:29])=[O:24])[C:18](=[O:30])[CH:17]=1)=[O:7])([CH3:2])([CH3:3])[CH3:4], predict the reactants needed to synthesize it. The reactants are: [C:1]([O:5][C:6]([N:8]([C:31]([O:33][C:34]([CH3:37])([CH3:36])[CH3:35])=[O:32])[C:9]1[CH:14]=[CH:13][C:12]([Cl:15])=[CH:11][C:10]=1[C:16]1[CH:21]=[CH:20][N:19]([CH2:22][C:23]([O:25][C:26]([CH3:29])([CH3:28])[CH3:27])=[O:24])[C:18](=[O:30])[CH:17]=1)=[O:7])([CH3:4])([CH3:3])[CH3:2].C[Si](C)(C)[N-][Si](C)(C)C.[Li+].I[CH2:49][CH3:50].[Cl-].[NH4+].